Regression. Given a peptide amino acid sequence and an MHC pseudo amino acid sequence, predict their binding affinity value. This is MHC class II binding data. From a dataset of Peptide-MHC class II binding affinity with 134,281 pairs from IEDB. (1) The MHC is HLA-DPA10103-DPB10401 with pseudo-sequence HLA-DPA10103-DPB10401. The peptide sequence is VVDLSKMRAVWVDGK. The binding affinity (normalized) is 0.160. (2) The peptide sequence is IGRGRVSPGNGWMIK. The MHC is DRB1_0901 with pseudo-sequence DRB1_0901. The binding affinity (normalized) is 0.728. (3) The peptide sequence is FGYRKPLDNIKDNVGKMEDYIKK. The MHC is HLA-DQA10501-DQB10201 with pseudo-sequence HLA-DQA10501-DQB10201. The binding affinity (normalized) is 0. (4) The peptide sequence is ASIAARGWAAHRARA. The MHC is HLA-DQA10102-DQB10501 with pseudo-sequence HLA-DQA10102-DQB10501. The binding affinity (normalized) is 0. (5) The peptide sequence is KLRFTCLSSTGSSCL. The MHC is DRB4_0101 with pseudo-sequence DRB4_0103. The binding affinity (normalized) is 0.209.